Dataset: Forward reaction prediction with 1.9M reactions from USPTO patents (1976-2016). Task: Predict the product of the given reaction. (1) Given the reactants [C-:1]#[N:2].[Na+].C1OCCOCCOCCOCCOC1.Cl[CH2:20][C:21]1[O:22][C:23]([CH3:27])=[C:24]([CH3:26])[N:25]=1.O, predict the reaction product. The product is: [CH3:26][C:24]1[N:25]=[C:21]([CH2:20][C:1]#[N:2])[O:22][C:23]=1[CH3:27]. (2) Given the reactants [NH:1]1[CH:5]=[CH:4][C:3]([C:6]2[CH:11]=[CH:10][CH:9]=[CH:8][N:7]=2)=[N:2]1.[F:12][C:13]1[C:14](F)=[C:15]([CH:18]=[CH:19][CH:20]=1)[C:16]#[N:17].C(=O)([O-])[O-].[K+].[K+].CN(C=O)C, predict the reaction product. The product is: [F:12][C:13]1[CH:14]=[C:15]([CH:18]=[C:19]([N:1]2[CH:5]=[CH:4][C:3]([C:6]3[CH:11]=[CH:10][CH:9]=[CH:8][N:7]=3)=[N:2]2)[CH:20]=1)[C:16]#[N:17]. (3) Given the reactants [Br:1][C:2]1[CH:7]=[CH:6][C:5]([S:8](Cl)(=[O:10])=[O:9])=[C:4]([O:12][CH3:13])[CH:3]=1.BrC1C=C(OC)C=CC=1S(Cl)(=O)=O.CCN(CC)CC.[C:34]([NH2:38])([CH3:37])([CH3:36])[CH3:35], predict the reaction product. The product is: [Br:1][C:2]1[CH:7]=[CH:6][C:5]([S:8]([NH:38][C:34]([CH3:37])([CH3:36])[CH3:35])(=[O:10])=[O:9])=[C:4]([O:12][CH3:13])[CH:3]=1. (4) Given the reactants Cl[C:2]1[CH:7]=[C:6]([Cl:8])[N:5]=[C:4]([NH2:9])[N:3]=1.C(=O)([O-])[O-].[Na+].[Na+].[CH:16]1([C:19]2[C:26](B3OC(C)(C)C(C)(C)O3)=[CH:25][C:22]([C:23]#[N:24])=[C:21]([N:36]3[CH2:41][CH2:40][N:39]([C:42](=[O:46])[CH2:43][CH2:44][OH:45])[C@H:38]([CH:47]4[CH2:49][CH2:48]4)[CH2:37]3)[N:20]=2)[CH2:18][CH2:17]1, predict the reaction product. The product is: [NH2:9][C:4]1[N:3]=[C:2]([C:26]2[C:19]([CH:16]3[CH2:18][CH2:17]3)=[N:20][C:21]([N:36]3[CH2:41][CH2:40][N:39]([C:42](=[O:46])[CH2:43][CH2:44][OH:45])[C@H:38]([CH:47]4[CH2:48][CH2:49]4)[CH2:37]3)=[C:22]([CH:25]=2)[C:23]#[N:24])[CH:7]=[C:6]([Cl:8])[N:5]=1. (5) The product is: [CH2:2]([S:3][C:2]1([C:7]2[S:8][CH:9]=[CH:10][C:11]=2[C:12]2[S:13][CH:14]=[CH:15][C:16]=2[C:17]2[S:18][CH:19]=[CH:20][CH:21]=2)[CH2:6][CH:5]=[CH:4][S:3]1)[CH2:7][CH2:11][CH2:12][CH2:16][CH3:15]. Given the reactants Cl[C:2]1([C:7]2[S:8][CH:9]=[CH:10][C:11]=2[C:12]2[S:13][CH:14]=[CH:15][C:16]=2[C:17]2[S:18][CH:19]=[CH:20][CH:21]=2)[CH2:6][CH:5]=[CH:4][S:3]1, predict the reaction product. (6) Given the reactants I[C:2]1[CH:7]=[CH:6][CH:5]=[CH:4][C:3]=1[C:8]([F:11])([F:10])[F:9].[Li]CCCC.[O:17]1[C@H:19]([CH2:20][CH3:21])[CH2:18]1, predict the reaction product. The product is: [F:9][C:8]([F:11])([F:10])[C:3]1[CH:4]=[CH:5][CH:6]=[CH:7][C:2]=1[CH2:18][C@H:19]([OH:17])[CH2:20][CH3:21]. (7) Given the reactants C1(S([N:10]2[C:18]3[C:13](=[CH:14][C:15]([NH:19][C:20]4[C:21]5[S:28][C:27]([C:29]6[CH:34]=[CH:33][CH:32]=[CH:31][CH:30]=6)=[CH:26][C:22]=5[N:23]=[CH:24][N:25]=4)=[CH:16][CH:17]=3)[CH:12]=[CH:11]2)(=O)=O)C=CC=CC=1.[CH2:35]([N:37]([CH:40](O)[CH2:41][CH3:42])[CH2:38][CH3:39])[CH3:36], predict the reaction product. The product is: [CH2:35]([N:37]([CH2:38][CH3:39])[CH2:40][CH2:41][CH2:42][N:10]1[C:18]2[C:13](=[CH:14][C:15]([NH:19][C:20]3[C:21]4[S:28][C:27]([C:29]5[CH:34]=[CH:33][CH:32]=[CH:31][CH:30]=5)=[CH:26][C:22]=4[N:23]=[CH:24][N:25]=3)=[CH:16][CH:17]=2)[CH:12]=[CH:11]1)[CH3:36].